This data is from Forward reaction prediction with 1.9M reactions from USPTO patents (1976-2016). The task is: Predict the product of the given reaction. (1) Given the reactants [CH3:1][O:2][C:3]1[CH:8]=[CH:7][C:6]([C:9](=O)[CH2:10][C:11]([C:13]2[CH:18]=[CH:17][C:16]([O:19][CH3:20])=[CH:15][CH:14]=2)=O)=[CH:5][CH:4]=1.[CH3:22][O:23][C:24]1[CH:29]=[CH:28][C:27]([NH:30][NH2:31])=[CH:26][CH:25]=1.Cl, predict the reaction product. The product is: [CH3:22][O:23][C:24]1[CH:29]=[CH:28][C:27]([N:30]2[C:9]([C:6]3[CH:7]=[CH:8][C:3]([O:2][CH3:1])=[CH:4][CH:5]=3)=[CH:10][C:11]([C:13]3[CH:18]=[CH:17][C:16]([O:19][CH3:20])=[CH:15][CH:14]=3)=[N:31]2)=[CH:26][CH:25]=1. (2) Given the reactants Cl.[CH3:2][C:3]1([OH:8])[CH2:7][CH2:6][NH:5][CH2:4]1.C(=O)([O-])[O-].[K+].[K+].CS(O[CH2:20][CH:21]([C:28]1[CH:33]=[CH:32][CH:31]=[CH:30][CH:29]=1)[C:22]1[CH:27]=[CH:26][CH:25]=[CH:24][CH:23]=1)(=O)=O, predict the reaction product. The product is: [C:22]1([CH:21]([C:28]2[CH:29]=[CH:30][CH:31]=[CH:32][CH:33]=2)[CH2:20][N:5]2[CH2:6][CH2:7][C:3]([CH3:2])([OH:8])[CH2:4]2)[CH:27]=[CH:26][CH:25]=[CH:24][CH:23]=1. (3) Given the reactants [CH:1]1[C:21]([Br:22])=[C:20]2[C:4]3[C:5]([C:15](O[C:18]2=[O:19])=[O:16])=[CH:6][C:7]([Br:14])=[C:8]2[C:9](O[C:12](=[O:13])[C:2]=1[C:3]=32)=[O:10].[NH2:23][CH2:24][CH2:25][N:26]1[CH2:31][CH2:30][O:29][CH2:28][CH2:27]1, predict the reaction product. The product is: [Br:22][C:21]1[C:20]2[C:18](=[O:19])[N:23]([CH2:24][CH2:25][N:26]3[CH2:31][CH2:30][O:29][CH2:28][CH2:27]3)[C:15](=[O:16])[C:5]3=[CH:6][C:7]([Br:14])=[C:8]4[C:3]([C:4]=23)=[C:2]([C:12](=[O:13])[N:23]([CH2:24][CH2:25][N:26]2[CH2:31][CH2:30][O:29][CH2:28][CH2:27]2)[C:9]4=[O:10])[CH:1]=1. (4) Given the reactants [CH2:1]([O:8][C:9]1[CH:10]=[C:11]2[C:15](=[CH:16][CH:17]=1)[N:14]([C:18]1[CH:23]=[CH:22][C:21]([NH2:24])=[CH:20][CH:19]=1)[N:13]=[CH:12]2)[C:2]1[CH:7]=[CH:6][CH:5]=[CH:4][CH:3]=1.[OH:25][CH:26]1[CH2:31][CH2:30][N:29]([C:32]2[CH:40]=[CH:39][C:35]([C:36](O)=[O:37])=[CH:34][CH:33]=2)[CH2:28][CH2:27]1, predict the reaction product. The product is: [CH2:1]([O:8][C:9]1[CH:10]=[C:11]2[C:15](=[CH:16][CH:17]=1)[N:14]([C:18]1[CH:19]=[CH:20][C:21]([NH:24][C:36](=[O:37])[C:35]3[CH:34]=[CH:33][C:32]([N:29]4[CH2:30][CH2:31][CH:26]([OH:25])[CH2:27][CH2:28]4)=[CH:40][CH:39]=3)=[CH:22][CH:23]=1)[N:13]=[CH:12]2)[C:2]1[CH:7]=[CH:6][CH:5]=[CH:4][CH:3]=1. (5) The product is: [CH3:21][O:22][C:23](=[O:30])[CH2:24][CH2:25][CH2:26][CH2:27][CH2:28][N:6]1[C:7]2[CH:8]=[CH:9][CH:10]=[CH:11][C:12]=2[C:4]2[CH2:3][N:2]([CH3:1])[CH2:14][CH2:13][C:5]1=2. Given the reactants [CH3:1][N:2]1[CH2:14][CH2:13][C:5]2[NH:6][C:7]3[CH:8]=[CH:9][CH:10]=[CH:11][C:12]=3[C:4]=2[CH2:3]1.CC(C)([O-])C.[K+].[CH3:21][O:22][C:23](=[O:30])[CH2:24][CH2:25][CH2:26][CH2:27][CH2:28]Br, predict the reaction product. (6) Given the reactants [F:1][C:2]1[CH:3]=[C:4]2[C:9](=[CH:10][C:11]=1[F:12])[NH:8][CH:7]=[C:6]([C:13]#[N:14])[C:5]2=[O:15].[CH2:16](Cl)[CH2:17][C:18]1[CH:23]=[CH:22][CH:21]=[CH:20][CH:19]=1, predict the reaction product. The product is: [F:1][C:2]1[CH:3]=[C:4]2[C:9](=[CH:10][C:11]=1[F:12])[N:8]([CH2:16][CH2:17][C:18]1[CH:23]=[CH:22][CH:21]=[CH:20][CH:19]=1)[CH:7]=[C:6]([C:13]#[N:14])[C:5]2=[O:15]. (7) Given the reactants C(O)(=O)[C@H](C1C=CC=CC=1)O.O.[OH-].[Na+].[CH3:15][C:16]1[CH:17]=[CH:18][CH:19]=[CH:20][C:21]=1[O:22][C@@H:23]([C:28]1[CH:29]=[CH:30][CH:31]=[CH:32][CH:33]=1)[CH2:24][CH2:25][NH:26][CH3:27].[ClH:34].C([O-])(=O)C.C(O)(=O)C, predict the reaction product. The product is: [CH3:15][C:16]1[CH:17]=[CH:18][CH:19]=[CH:20][C:21]=1[O:22][C@@H:23]([C:28]1[CH:33]=[CH:32][CH:31]=[CH:30][CH:29]=1)[CH2:24][CH2:25][NH:26][CH3:27].[ClH:34]. (8) Given the reactants C[O:2][C:3](=[O:31])[CH:4]([NH:8][C:9](=[O:30])[C:10]1[CH:15]=[CH:14][C:13]([C:16]2[O:17][C:18]3[C:24]([CH:25]([CH3:27])[CH3:26])=[CH:23][C:22]([C:28]#[N:29])=[CH:21][C:19]=3[N:20]=2)=[CH:12][CH:11]=1)[CH:5]([CH3:7])[CH3:6].C(C1C=C(C(C)C)C2OC(C3C=CC(C(O)=O)=CC=3)=NC=2C=1)#N, predict the reaction product. The product is: [C:28]([C:22]1[CH:23]=[C:24]([CH:25]([CH3:27])[CH3:26])[C:18]2[O:17][C:16]([C:13]3[CH:14]=[CH:15][C:10]([C:9]([NH:8][CH:4]([CH:5]([CH3:6])[CH3:7])[C:3]([OH:31])=[O:2])=[O:30])=[CH:11][CH:12]=3)=[N:20][C:19]=2[CH:21]=1)#[N:29]. (9) Given the reactants [F:1][C:2]1[CH:7]=[CH:6][C:5]([S:8]([C:11]2[CH:12]=[N:13][C:14]3[C:19]([CH:20]=2)=[CH:18][CH:17]=[CH:16][C:15]=3I)(=[O:10])=[O:9])=[CH:4][CH:3]=1.[N:22]1([C:30]([O:32][C:33]([CH3:36])([CH3:35])[CH3:34])=[O:31])[CH2:26][CH2:25][CH:24]2[CH2:27][NH:28][CH2:29][CH:23]12, predict the reaction product. The product is: [F:1][C:2]1[CH:7]=[CH:6][C:5]([S:8]([C:11]2[CH:12]=[N:13][C:14]3[C:19]([CH:20]=2)=[CH:18][CH:17]=[CH:16][C:15]=3[N:28]2[CH2:27][CH:24]3[CH:23]([N:22]([C:30]([O:32][C:33]([CH3:36])([CH3:35])[CH3:34])=[O:31])[CH2:26][CH2:25]3)[CH2:29]2)(=[O:10])=[O:9])=[CH:4][CH:3]=1. (10) Given the reactants [F:1][C:2]1[CH:27]=[C:26]([N+:28]([O-])=O)[CH:25]=[CH:24][C:3]=1[O:4][C:5]1[C:10]2=[C:11]([CH3:23])[C:12]([O:14][CH2:15][CH2:16][N:17]3[CH2:22][CH2:21][O:20][CH2:19][CH2:18]3)=[CH:13][N:9]2[N:8]=[CH:7][N:6]=1.[NH4+].[Cl-], predict the reaction product. The product is: [F:1][C:2]1[CH:27]=[C:26]([NH2:28])[CH:25]=[CH:24][C:3]=1[O:4][C:5]1[C:10]2=[C:11]([CH3:23])[C:12]([O:14][CH2:15][CH2:16][N:17]3[CH2:18][CH2:19][O:20][CH2:21][CH2:22]3)=[CH:13][N:9]2[N:8]=[CH:7][N:6]=1.